From a dataset of NCI-60 drug combinations with 297,098 pairs across 59 cell lines. Regression. Given two drug SMILES strings and cell line genomic features, predict the synergy score measuring deviation from expected non-interaction effect. (1) Drug 1: C1=CC(=C2C(=C1NCCNCCO)C(=O)C3=C(C=CC(=C3C2=O)O)O)NCCNCCO. Drug 2: C1C(C(OC1N2C=C(C(=O)NC2=O)F)CO)O. Cell line: MDA-MB-435. Synergy scores: CSS=23.1, Synergy_ZIP=-3.95, Synergy_Bliss=-0.897, Synergy_Loewe=-1.15, Synergy_HSA=-0.00828. (2) Synergy scores: CSS=54.2, Synergy_ZIP=2.70, Synergy_Bliss=1.18, Synergy_Loewe=-27.8, Synergy_HSA=-6.42. Drug 1: CC1C(C(CC(O1)OC2CC(CC3=C2C(=C4C(=C3O)C(=O)C5=C(C4=O)C(=CC=C5)OC)O)(C(=O)CO)O)N)O.Cl. Cell line: ACHN. Drug 2: B(C(CC(C)C)NC(=O)C(CC1=CC=CC=C1)NC(=O)C2=NC=CN=C2)(O)O. (3) Drug 1: C1=CN(C(=O)N=C1N)C2C(C(C(O2)CO)O)O.Cl. Drug 2: C1C(C(OC1N2C=NC3=C2NC=NCC3O)CO)O. Cell line: NCI-H226. Synergy scores: CSS=1.22, Synergy_ZIP=-1.98, Synergy_Bliss=-0.834, Synergy_Loewe=-3.13, Synergy_HSA=-1.16. (4) Drug 1: C1CC(=O)NC(=O)C1N2CC3=C(C2=O)C=CC=C3N. Drug 2: C1=CC(=CC=C1CCC2=CNC3=C2C(=O)NC(=N3)N)C(=O)NC(CCC(=O)O)C(=O)O. Cell line: 786-0. Synergy scores: CSS=17.5, Synergy_ZIP=-5.18, Synergy_Bliss=-3.32, Synergy_Loewe=-5.37, Synergy_HSA=-0.403. (5) Drug 1: CC1=C2C(C(=O)C3(C(CC4C(C3C(C(C2(C)C)(CC1OC(=O)C(C(C5=CC=CC=C5)NC(=O)C6=CC=CC=C6)O)O)OC(=O)C7=CC=CC=C7)(CO4)OC(=O)C)O)C)OC(=O)C. Drug 2: C1C(C(OC1N2C=NC3=C2NC=NCC3O)CO)O. Cell line: T-47D. Synergy scores: CSS=19.8, Synergy_ZIP=-0.174, Synergy_Bliss=1.94, Synergy_Loewe=-21.4, Synergy_HSA=2.72.